This data is from Full USPTO retrosynthesis dataset with 1.9M reactions from patents (1976-2016). The task is: Predict the reactants needed to synthesize the given product. (1) Given the product [CH3:10][O:9][C:8]1[C:3]([O:2][CH3:1])=[CH:4][C:5]2[C:14]([CH2:15][CH2:16][C:17]3[CH:22]=[CH:21][C:20]([C:23]([F:26])([F:25])[F:24])=[CH:19][CH:18]=3)=[N:13][CH2:12][CH2:11][C:6]=2[N:7]=1, predict the reactants needed to synthesize it. The reactants are: [CH3:1][O:2][C:3]1[CH:4]=[CH:5][C:6]([CH2:11][CH2:12][NH:13][C:14](=O)[CH2:15][CH2:16][C:17]2[CH:22]=[CH:21][C:20]([C:23]([F:26])([F:25])[F:24])=[CH:19][CH:18]=2)=[N:7][C:8]=1[O:9][CH3:10].O=P(Cl)(Cl)Cl. (2) Given the product [NH:20]1[C:28]2[C:23](=[CH:24][CH:25]=[C:26]([C:2]3[N:3]=[C:4]([NH:11][C:12]4[CH:13]=[N:14][N:15]([CH:17]([CH3:19])[CH3:18])[CH:16]=4)[C:5]4[N:6]([CH:8]=[CH:9][N:10]=4)[CH:7]=3)[CH:27]=2)[CH:22]=[N:21]1, predict the reactants needed to synthesize it. The reactants are: Br[C:2]1[N:3]=[C:4]([NH:11][C:12]2[CH:13]=[N:14][N:15]([CH:17]([CH3:19])[CH3:18])[CH:16]=2)[C:5]2[N:6]([CH:8]=[CH:9][N:10]=2)[CH:7]=1.[NH:20]1[C:28]2[C:23](=[CH:24][CH:25]=[C:26](B(O)O)[CH:27]=2)[CH:22]=[N:21]1. (3) Given the product [CH2:41]1[C:42]2([O:48][CH2:47][CH2:46][CH2:45][O:44]2)[CH2:43][C@@H:39]([C:36]2[NH:37][CH:38]=[C:34]([C:31]3[CH:30]=[CH:29][C:28]([C:25]4[CH:26]=[CH:27][C:22]([C:20]5[N:21]=[C:17]([C@@H:13]6[CH2:14][CH2:15][CH2:16][N:12]6[C:10]([C@@H:6]([NH:5][C:3](=[O:4])[O:2][CH3:1])[CH:7]([CH3:9])[CH3:8])=[O:11])[NH:18][CH:19]=5)=[CH:23][CH:24]=4)=[CH:33][CH:32]=3)[N:35]=2)[NH:40]1, predict the reactants needed to synthesize it. The reactants are: [CH3:1][O:2][C:3]([NH:5][C@H:6]([C:10]([N:12]1[CH2:16][CH2:15][CH2:14][C@H:13]1[C:17]1[NH:18][CH:19]=[C:20]([C:22]2[CH:27]=[CH:26][C:25]([C:28]3[CH:33]=[CH:32][C:31]([C:34]4[N:35]=[C:36]([C@@H:39]5[CH2:43][C:42]6([O:48][CH2:47][CH2:46][CH2:45][O:44]6)[CH2:41][N:40]5C(OCC5C=CC=CC=5)=O)[NH:37][CH:38]=4)=[CH:30][CH:29]=3)=[CH:24][CH:23]=2)[N:21]=1)=[O:11])[CH:7]([CH3:9])[CH3:8])=[O:4]. (4) Given the product [OH:1][C:2]1[C:7]([C:8]([F:9])([F:11])[F:10])=[CH:6][C:5]([Br:12])=[CH:4][N:3]=1, predict the reactants needed to synthesize it. The reactants are: [OH:1][C:2]1[C:7]([C:8]([F:11])([F:10])[F:9])=[CH:6][CH:5]=[CH:4][N:3]=1.[Br:12]Br. (5) Given the product [Br:10][C:7]1[CH:6]=[C:5]2[C:4](=[CH:9][CH:8]=1)[C:3](=[O:2])[NH:14][CH2:11]2, predict the reactants needed to synthesize it. The reactants are: C[O:2][C:3](=O)[C:4]1[CH:9]=[CH:8][C:7]([Br:10])=[CH:6][C:5]=1[CH2:11]Br.[NH3:14].CO.